This data is from Catalyst prediction with 721,799 reactions and 888 catalyst types from USPTO. The task is: Predict which catalyst facilitates the given reaction. (1) The catalyst class is: 9. Product: [CH3:32][O:31][C:29]([C:26]1[N:27]=[CH:28][C:23]([O:1][C:2]2[CH:19]=[CH:18][C:5]3[CH2:6][CH2:7][N:8]([C:11]([O:13][C:14]([CH3:16])([CH3:15])[CH3:17])=[O:12])[CH2:9][CH2:10][C:4]=3[CH:3]=2)=[N:24][CH:25]=1)=[O:30]. Reactant: [OH:1][C:2]1[CH:19]=[CH:18][C:5]2[CH2:6][CH2:7][N:8]([C:11]([O:13][C:14]([CH3:17])([CH3:16])[CH3:15])=[O:12])[CH2:9][CH2:10][C:4]=2[CH:3]=1.[H-].[Na+].Cl[C:23]1[N:24]=[CH:25][C:26]([C:29]([O:31][CH3:32])=[O:30])=[N:27][CH:28]=1. (2) Reactant: Cl.[CH3:2][NH:3][CH:4]1[CH2:9][CH2:8][O:7][CH2:6][CH2:5]1.[Br:10][C:11]1[CH:16]=[CH:15][C:14]([CH:17]([OH:21])[C:18]([OH:20])=O)=[C:13]([F:22])[CH:12]=1.F[P-](F)(F)(F)(F)F.N1(O[P+](N(C)C)(N(C)C)N(C)C)C2C=CC=CC=2N=N1.C(N(CC)C(C)C)(C)C. Product: [Br:10][C:11]1[CH:16]=[CH:15][C:14]([CH:17]([OH:21])[C:18]([N:3]([CH3:2])[CH:4]2[CH2:9][CH2:8][O:7][CH2:6][CH2:5]2)=[O:20])=[C:13]([F:22])[CH:12]=1. The catalyst class is: 35. (3) Reactant: C1(S([N:10]2[C:14]3=[N:15][CH:16]=[C:17]([NH:19][C:20]([C:22]4[C:26]([CH3:27])=[C:25]([CH3:28])[NH:24][N:23]=4)=[O:21])[CH:18]=[C:13]3[CH:12]=[C:11]2[C:29]2[C:30]([CH3:35])=[N:31][N:32]([CH3:34])[CH:33]=2)(=O)=O)C=CC=CC=1.[F-].C([N+](CCCC)(CCCC)CCCC)CCC. Product: [CH3:34][N:32]1[CH:33]=[C:29]([C:11]2[NH:10][C:14]3=[N:15][CH:16]=[C:17]([NH:19][C:20]([C:22]4[C:26]([CH3:27])=[C:25]([CH3:28])[NH:24][N:23]=4)=[O:21])[CH:18]=[C:13]3[CH:12]=2)[C:30]([CH3:35])=[N:31]1. The catalyst class is: 10. (4) The catalyst class is: 78. Reactant: [N+:1]([C:4]1[CH:13]=[CH:12][C:7]([C:8]([O:10][CH3:11])=[O:9])=[CH:6][C:5]=1[C:14]([O:16][CH3:17])=[O:15])([O-])=O. Product: [NH2:1][C:4]1[CH:13]=[CH:12][C:7]([C:8]([O:10][CH3:11])=[O:9])=[CH:6][C:5]=1[C:14]([O:16][CH3:17])=[O:15]. (5) Reactant: [F:1][C:2]([F:24])([F:23])[C:3]1[CH:8]=[CH:7][C:6]([C:9]2[CH:10]=[CH:11][C:12]([CH:21]=O)=[N:13][C:14]=2[C:15]2[CH:20]=[CH:19][CH:18]=[CH:17][CH:16]=2)=[CH:5][CH:4]=1.[NH2:25][CH2:26][CH2:27][CH2:28][P:29](=[O:32])([OH:31])[OH:30].[BH3-]C#N.[Na+]. Product: [C:15]1([C:14]2[N:13]=[C:12]([CH2:21][NH:25][CH2:26][CH2:27][CH2:28][P:29](=[O:30])([OH:32])[OH:31])[CH:11]=[CH:10][C:9]=2[C:6]2[CH:7]=[CH:8][C:3]([C:2]([F:24])([F:23])[F:1])=[CH:4][CH:5]=2)[CH:20]=[CH:19][CH:18]=[CH:17][CH:16]=1. The catalyst class is: 5. (6) Reactant: [CH3:1][O:2][C:3]1[CH:11]=[C:10]([O:12][CH2:13][C:14]([CH2:55][O:56][CH2:57][CH2:58][CH2:59][CH2:60][CH2:61][CH2:62][CH2:63][CH2:64][CH2:65][CH2:66][CH2:67][CH2:68][CH2:69][CH2:70][CH2:71][CH2:72][CH2:73][CH3:74])([CH2:35][O:36][CH2:37][CH2:38][CH2:39][CH2:40][CH2:41][CH2:42][CH2:43][CH2:44][CH2:45][CH2:46][CH2:47][CH2:48][CH2:49][CH2:50][CH2:51][CH2:52][CH2:53][CH3:54])[CH2:15][O:16][CH2:17][CH2:18][CH2:19][CH2:20][CH2:21][CH2:22][CH2:23][CH2:24][CH2:25][CH2:26][CH2:27][CH2:28][CH2:29][CH2:30][CH2:31][CH2:32][CH2:33][CH3:34])[CH:9]=[CH:8][C:4]=1[CH:5]=[N:6]O.Cl. Product: [CH3:1][O:2][C:3]1[CH:11]=[C:10]([O:12][CH2:13][C:14]([CH2:55][O:56][CH2:57][CH2:58][CH2:59][CH2:60][CH2:61][CH2:62][CH2:63][CH2:64][CH2:65][CH2:66][CH2:67][CH2:68][CH2:69][CH2:70][CH2:71][CH2:72][CH2:73][CH3:74])([CH2:35][O:36][CH2:37][CH2:38][CH2:39][CH2:40][CH2:41][CH2:42][CH2:43][CH2:44][CH2:45][CH2:46][CH2:47][CH2:48][CH2:49][CH2:50][CH2:51][CH2:52][CH2:53][CH3:54])[CH2:15][O:16][CH2:17][CH2:18][CH2:19][CH2:20][CH2:21][CH2:22][CH2:23][CH2:24][CH2:25][CH2:26][CH2:27][CH2:28][CH2:29][CH2:30][CH2:31][CH2:32][CH2:33][CH3:34])[CH:9]=[CH:8][C:4]=1[CH2:5][NH2:6]. The catalyst class is: 1. (7) Product: [C:14]([O:13][C:12](=[O:18])[N:11]([CH2:19][CH:20]1[CH2:22][CH2:21]1)[C@@H:9]1[CH2:10][C@H:8]1[C:5]1[CH:6]=[CH:7][C:2]([NH:1][C:29]([C:27]2[CH:26]=[N:25][N:24]([CH3:23])[CH:28]=2)=[O:30])=[CH:3][CH:4]=1)([CH3:17])([CH3:16])[CH3:15]. Reactant: [NH2:1][C:2]1[CH:7]=[CH:6][C:5]([C@@H:8]2[CH2:10][C@H:9]2[N:11]([CH2:19][CH:20]2[CH2:22][CH2:21]2)[C:12](=[O:18])[O:13][C:14]([CH3:17])([CH3:16])[CH3:15])=[CH:4][CH:3]=1.[CH3:23][N:24]1[CH:28]=[C:27]([C:29](O)=[O:30])[CH:26]=[N:25]1.Cl.C(N=C=NCCCN(C)C)C.O. The catalyst class is: 3. (8) Reactant: [CH3:1][O:2][C:3]1[CH:11]=[CH:10][C:6]([C:7](=[S:9])[NH2:8])=[CH:5][CH:4]=1.Br[CH2:13][C:14](=O)[CH2:15][CH2:16][CH2:17][CH2:18][CH2:19][NH:20][C:21](=[O:32])[CH2:22][O:23][CH2:24][C:25]1[CH:30]=[CH:29][C:28]([F:31])=[CH:27][CH:26]=1. Product: [F:31][C:28]1[CH:27]=[CH:26][C:25]([CH2:24][O:23][CH2:22][C:21]([NH:20][CH2:19][CH2:18][CH2:17][CH2:16][CH2:15][C:14]2[N:8]=[C:7]([C:6]3[CH:10]=[CH:11][C:3]([O:2][CH3:1])=[CH:4][CH:5]=3)[S:9][CH:13]=2)=[O:32])=[CH:30][CH:29]=1. The catalyst class is: 5. (9) Reactant: Cl[C:2]1[CH:7]=[C:6](OC)[CH:5]=[CH:4][C:3]=1[N:10]1[C:14]([CH3:15])=[C:13]([C:16]([OH:18])=[O:17])[N:12]=[N:11]1.N(C1C=CC([Cl:28])=CC=1)=[N+]=[N-]. Product: [Cl:28][C:6]1[CH:5]=[CH:4][C:3]([N:10]2[C:14]([CH3:15])=[C:13]([C:16]([OH:18])=[O:17])[N:12]=[N:11]2)=[CH:2][CH:7]=1. The catalyst class is: 237.